Dataset: Full USPTO retrosynthesis dataset with 1.9M reactions from patents (1976-2016). Task: Predict the reactants needed to synthesize the given product. (1) Given the product [CH2:28]([O:27][C:25](=[O:26])[C:24]([N:7]([CH:8]([CH:19]1[CH2:23][CH2:22][CH2:21][CH2:20]1)[C:9]1[CH:10]=[CH:11][C:12]([C:15]([F:16])([F:17])[F:18])=[CH:13][CH:14]=1)[CH2:6][C:5]1[CH:4]=[CH:3][C:2]([NH:1][C:33](=[O:46])[CH2:34][CH2:35][CH2:36][CH2:37][CH2:38][CH2:39][CH2:40][CH2:41][CH2:42][CH2:43][CH2:44][CH3:45])=[CH:32][CH:31]=1)=[O:30])[CH3:29], predict the reactants needed to synthesize it. The reactants are: [NH2:1][C:2]1[CH:32]=[CH:31][C:5]([CH2:6][N:7]([C:24](=[O:30])[C:25]([O:27][CH2:28][CH3:29])=[O:26])[CH:8]([CH:19]2[CH2:23][CH2:22][CH2:21][CH2:20]2)[C:9]2[CH:14]=[CH:13][C:12]([C:15]([F:18])([F:17])[F:16])=[CH:11][CH:10]=2)=[CH:4][CH:3]=1.[C:33](Cl)(=[O:46])[CH2:34][CH2:35][CH2:36][CH2:37][CH2:38][CH2:39][CH2:40][CH2:41][CH2:42][CH2:43][CH2:44][CH3:45]. (2) The reactants are: Br[C:2]1[CH:3]=[CH:4][C:5]([C:8]#[N:9])=[N:6][CH:7]=1.[CH:10]1([CH:16]=[CH:17]B(O)O)[CH2:15][CH2:14][CH2:13][CH2:12][CH2:11]1.C(Cl)Cl.C([O-])([O-])=O.[Na+].[Na+]. Given the product [CH:10]1(/[CH:16]=[CH:17]/[C:2]2[CH:3]=[CH:4][C:5]([C:8]#[N:9])=[N:6][CH:7]=2)[CH2:15][CH2:14][CH2:13][CH2:12][CH2:11]1, predict the reactants needed to synthesize it. (3) The reactants are: C(C1C=C(C2N(C3C=CC([C:23](=O)[N:24]([CH3:26])[CH3:25])=CC=3)N=C(C3C=CC(C(OC)=O)=CC=3)C=2)C=C(I)C=1)(C)(C)C.[C:38]([C:42]1[CH:43]=[C:44]([C:52]2[N:56]([C:57]3[CH:62]=[CH:61][C:60]([C:63](=[O:67])[N:64]([CH3:66])[CH3:65])=[CH:59][CH:58]=3)[N:55]=[C:54]([C:68]3[CH:77]=[CH:76][C:71]([C:72]([O:74][CH3:75])=[O:73])=[CH:70][CH:69]=3)[CH:53]=2)[CH:45]=[C:46]([S:48][CH:49]([CH3:51])[CH3:50])[CH:47]=1)([CH3:41])([CH3:40])[CH3:39]. Given the product [C:38]([C:42]1[CH:43]=[C:44]([C:52]2[N:56]([C:57]3[CH:62]=[CH:61][C:60]([C:63]([N:64]4[CH2:66][CH2:25][N:24]([CH3:26])[CH2:23][CH2:65]4)=[O:67])=[CH:59][CH:58]=3)[N:55]=[C:54]([C:68]3[CH:69]=[CH:70][C:71]([C:72]([O:74][CH3:75])=[O:73])=[CH:76][CH:77]=3)[CH:53]=2)[CH:45]=[C:46]([S:48][CH:49]([CH3:51])[CH3:50])[CH:47]=1)([CH3:40])([CH3:41])[CH3:39], predict the reactants needed to synthesize it. (4) Given the product [CH:60]([N:63]1[CH2:64][CH2:65][N:66]([CH2:69][C:70]2[CH:75]=[CH:74][C:73]([C:37]3[CH:38]=[C:39]([C:43]4[CH:48]=[C:47]([N:49]5[CH2:53][CH2:52][CH2:51][CH2:50]5)[N:46]=[C:45]([C:54]5[CH:59]=[CH:58][CH:57]=[CH:56][N:55]=5)[CH:44]=4)[CH:40]=[N:41][CH:42]=3)=[CH:72][CH:71]=2)[CH2:67][CH2:68]1)([CH3:62])[CH3:61], predict the reactants needed to synthesize it. The reactants are: CNC1N=C(C2C=CC=CN=2)C=C(C2C=NC=C(C3C=CC(C(N4CCN(C)CC4)=O)=CC=3)C=2)C=1.Br[C:37]1[CH:38]=[C:39]([C:43]2[CH:48]=[C:47]([N:49]3[CH2:53][CH2:52][CH2:51][CH2:50]3)[N:46]=[C:45]([C:54]3[CH:59]=[CH:58][CH:57]=[CH:56][N:55]=3)[CH:44]=2)[CH:40]=[N:41][CH:42]=1.[CH:60]([N:63]1[CH2:68][CH2:67][N:66]([CH2:69][C:70]2[CH:75]=[CH:74][C:73](B(O)O)=[CH:72][CH:71]=2)[CH2:65][CH2:64]1)([CH3:62])[CH3:61]. (5) Given the product [Cl:1][C:2]1[CH:7]=[CH:6][C:5]([C:8](=[O:20])[C:9]2[CH:10]=[CH:11][C:12]([O:15][CH2:16][CH2:17][CH2:18][CH3:19])=[CH:13][CH:14]=2)=[CH:4][C:3]=1[S:21]([NH2:24])(=[O:23])=[O:22], predict the reactants needed to synthesize it. The reactants are: [Cl:1][C:2]1[CH:7]=[CH:6][C:5]([CH:8]([OH:20])[C:9]2[CH:14]=[CH:13][C:12]([O:15][CH2:16][CH2:17][CH2:18][CH3:19])=[CH:11][CH:10]=2)=[CH:4][C:3]=1[S:21]([NH2:24])(=[O:23])=[O:22].CC(C)=O.OS(O)(=O)=O.O=[Cr](=O)=O. (6) Given the product [Br:22][C:2]1[CH:7]=[CH:6][C:5]([C:8]([OH:17])([C:13]([F:16])([F:15])[F:14])[C:9]([F:12])([F:11])[F:10])=[CH:4][CH:3]=1, predict the reactants needed to synthesize it. The reactants are: N[C:2]1[CH:7]=[CH:6][C:5]([C:8]([OH:17])([C:13]([F:16])([F:15])[F:14])[C:9]([F:12])([F:11])[F:10])=[CH:4][CH:3]=1.N([O-])=O.[Na+].[BrH:22]. (7) Given the product [F:26][CH:22]1[CH2:23][CH2:24][CH2:25][C:21]1([C:19]#[C:20][C:2]1[CH:18]=[CH:17][C:5]2[O:6][CH2:7][CH2:8][C:9]3[N:10]([N:11]=[C:12]([C:14]([NH2:16])=[O:15])[CH:13]=3)[C:4]=2[CH:3]=1)[OH:27], predict the reactants needed to synthesize it. The reactants are: I[C:2]1[CH:18]=[CH:17][C:5]2[O:6][CH2:7][CH2:8][C:9]3[N:10]([N:11]=[C:12]([C:14]([NH2:16])=[O:15])[CH:13]=3)[C:4]=2[CH:3]=1.[C:19]([C:21]1([OH:27])[CH2:25][CH2:24][CH2:23][CH:22]1[F:26])#[CH:20].